Dataset: Peptide-MHC class I binding affinity with 185,985 pairs from IEDB/IMGT. Task: Regression. Given a peptide amino acid sequence and an MHC pseudo amino acid sequence, predict their binding affinity value. This is MHC class I binding data. (1) The peptide sequence is STTTNSGLM. The MHC is H-2-Db with pseudo-sequence H-2-Db. The binding affinity (normalized) is 0.438. (2) The peptide sequence is TSLVFETL. The MHC is H-2-Kb with pseudo-sequence H-2-Kb. The binding affinity (normalized) is 0.811. (3) The peptide sequence is MQGKDFNHL. The MHC is HLA-A02:16 with pseudo-sequence HLA-A02:16. The binding affinity (normalized) is 0.0847. (4) The peptide sequence is MYPSCCCTK. The MHC is HLA-A02:06 with pseudo-sequence YYAMYGEKVAHTHVDTLYVRYHYYTWAVLAYTWY. The binding affinity (normalized) is 0. (5) The binding affinity (normalized) is 0.0174. The MHC is Mamu-A07 with pseudo-sequence Mamu-A07. The peptide sequence is PQGWKGSPAIF. (6) The peptide sequence is YAMAIRQAI. The MHC is HLA-A02:01 with pseudo-sequence HLA-A02:01. The binding affinity (normalized) is 0.213. (7) The peptide sequence is LEELMKSPEA. The MHC is HLA-B45:01 with pseudo-sequence HLA-B45:01. The binding affinity (normalized) is 0.426. (8) The peptide sequence is GLMVAGYFY. The MHC is HLA-B46:01 with pseudo-sequence HLA-B46:01. The binding affinity (normalized) is 0.0847. (9) The peptide sequence is IVDCLTEMYY. The MHC is HLA-B08:01 with pseudo-sequence HLA-B08:01. The binding affinity (normalized) is 0.0847.